From a dataset of Forward reaction prediction with 1.9M reactions from USPTO patents (1976-2016). Predict the product of the given reaction. (1) Given the reactants [Cl:1][C:2]1[C:3]([NH:17][C:18]23[C:24]([CH3:26])([CH3:25])[C:21]([CH3:27])([CH2:22][CH2:23]2)[C:20](=[O:28])[CH2:19]3)=[C:4]2[N:10]=[C:9]([C:11]3[CH:12]=[N:13][N:14]([CH3:16])[CH:15]=3)[NH:8][C:5]2=[N:6][CH:7]=1.C(O)C.[BH4-].[Na+], predict the reaction product. The product is: [Cl:1][C:2]1[C:3]([NH:17][C@@:18]23[C:24]([CH3:25])([CH3:26])[C:21]([CH3:27])([CH2:22][CH2:23]2)[CH:20]([OH:28])[CH2:19]3)=[C:4]2[N:10]=[C:9]([C:11]3[CH:12]=[N:13][N:14]([CH3:16])[CH:15]=3)[NH:8][C:5]2=[N:6][CH:7]=1. (2) The product is: [CH3:1][O:2][N:3]=[C:4]1[C:12]2[C:7](=[CH:8][C:9]([CH:22]=[O:23])=[CH:10][CH:11]=2)[CH2:6][CH2:5]1. Given the reactants [CH3:1][O:2][N:3]=[C:4]1[C:12]2[C:7](=[CH:8][C:9](Br)=[CH:10][CH:11]=2)[CH2:6][CH2:5]1.[Li]CCCC.CN([CH:22]=[O:23])C, predict the reaction product. (3) Given the reactants Br[CH2:2][C:3]1[CH:11]=[CH:10][C:6]2=[N:7][S:8][N:9]=[C:5]2[CH:4]=1.BrCC1CCCCO1.[NH:20]1[C:28]2[C:23](=[CH:24][CH:25]=[CH:26][CH:27]=2)[C:22]2([C:40]3[C:31](=[CH:32][C:33]4[O:38][CH2:37][CH2:36][O:35][C:34]=4[CH:39]=3)[O:30][CH2:29]2)[C:21]1=[O:41], predict the reaction product. The product is: [N:7]1[S:8][N:9]=[C:5]2[CH:4]=[C:3]([CH2:2][N:20]3[C:28]4[C:23](=[CH:24][CH:25]=[CH:26][CH:27]=4)[C:22]4([C:40]5[C:31](=[CH:32][C:33]6[O:38][CH2:37][CH2:36][O:35][C:34]=6[CH:39]=5)[O:30][CH2:29]4)[C:21]3=[O:41])[CH:11]=[CH:10][C:6]=12. (4) Given the reactants [Cl:1][C:2]1[N:6]2[C:7]3[CH:28]=[CH:27][C:26]([Cl:29])=[CH:25][C:8]=3[C@@H:9]([C:15]3[CH:20]=[CH:19][CH:18]=[C:17]([O:21][CH3:22])[C:16]=3[O:23][CH3:24])[O:10][C@H:11]([CH2:12][CH2:13]O)[C:5]2=[N:4][C:3]=1[Cl:30].ClCS([O-])(=O)=O.C(=O)([O-])O.[Na+].[C-:42]#[N:43].[Na+], predict the reaction product. The product is: [Cl:1][C:2]1[N:6]2[C:7]3[CH:28]=[CH:27][C:26]([Cl:29])=[CH:25][C:8]=3[C@@H:9]([C:15]3[CH:20]=[CH:19][CH:18]=[C:17]([O:21][CH3:22])[C:16]=3[O:23][CH3:24])[O:10][C@H:11]([CH2:12][CH2:13][C:42]#[N:43])[C:5]2=[N:4][C:3]=1[Cl:30]. (5) Given the reactants Cl.[CH3:2][CH:3]([CH2:8][N:9]1[CH2:13][CH2:12][CH2:11][CH2:10]1)[CH2:4][C:5]([OH:7])=[O:6].C1N=CN(C(N2C=NC=C2)=O)C=1.[F:26][C:27]1[C:31]([C:32]2[CH:33]=[N:34][C:35]([CH3:38])=[CH:36][CH:37]=2)=[N:30][NH:29][C:28]=1[NH2:39], predict the reaction product. The product is: [CH:5]([OH:7])=[O:6].[F:26][C:27]1[C:28]([NH:39][C:5](=[O:7])[CH2:4][CH:3]([CH3:2])[CH2:8][N:9]2[CH2:13][CH2:12][CH2:11][CH2:10]2)=[N:29][NH:30][C:31]=1[C:32]1[CH:33]=[N:34][C:35]([CH3:38])=[CH:36][CH:37]=1. (6) Given the reactants [N:1]1[C:10]2[C:5](=[N:6][CH:7]=[CH:8][CH:9]=2)[CH:4]=[CH:3][C:2]=1[NH:11][C:12](=[O:14])[CH3:13].N1C=CC=CC=1.[Br:21]Br, predict the reaction product. The product is: [Br:21][C:8]1[CH:9]=[C:10]2[C:5]([CH:4]=[CH:3][C:2]([NH:11][C:12](=[O:14])[CH3:13])=[N:1]2)=[N:6][CH:7]=1. (7) Given the reactants C[O:2][C:3]1[CH:8]=[CH:7][C:6]([C:9]2[C:18]([CH3:19])=[N:17][C:16]3[C:11](=[CH:12][CH:13]=[CH:14][C:15]=3[C:20]([F:23])([F:22])[F:21])[N:10]=2)=[CH:5][CH:4]=1.Br, predict the reaction product. The product is: [CH3:19][C:18]1[C:9]([C:6]2[CH:7]=[CH:8][C:3]([OH:2])=[CH:4][CH:5]=2)=[N:10][C:11]2[C:16]([N:17]=1)=[C:15]([C:20]([F:23])([F:22])[F:21])[CH:14]=[CH:13][CH:12]=2. (8) The product is: [N:1]1([C:5]([C:7]2[CH:40]=[CH:39][C:10]([O:11][C:12]3[CH:13]=[C:14]([CH:24]=[C:25]([O:27][C@@H:28]([CH3:38])[CH2:29][OH:30])[CH:26]=3)[C:15]([NH:17][C:18]3[CH:23]=[N:22][CH:21]=[CH:20][N:19]=3)=[O:16])=[C:9]([Cl:41])[CH:8]=2)=[O:6])[CH2:4][CH2:3][CH2:2]1. Given the reactants [N:1]1([C:5]([C:7]2[CH:40]=[CH:39][C:10]([O:11][C:12]3[CH:13]=[C:14]([CH:24]=[C:25]([O:27][C@@H:28]([CH3:38])[CH2:29][O:30][Si](C(C)(C)C)(C)C)[CH:26]=3)[C:15]([NH:17][C:18]3[CH:23]=[N:22][CH:21]=[CH:20][N:19]=3)=[O:16])=[C:9]([Cl:41])[CH:8]=2)=[O:6])[CH2:4][CH2:3][CH2:2]1.C(=O)(O)[O-].[Na+], predict the reaction product. (9) Given the reactants [C:1]([O:5][C:6]([N:8]1[CH2:20][C@@H:19]([CH3:21])[N:18]2[C@H:10]([CH2:11][C:12]3[C:17]2=[N:16][C:15]([CH3:22])=[C:14](Br)[CH:13]=3)[CH2:9]1)=[O:7])([CH3:4])([CH3:3])[CH3:2].[C:24](=O)([O-])[O-].[Na+].[Na+].CB1OB(C)OB(C)O1.[OH-].[Na+], predict the reaction product. The product is: [C:1]([O:5][C:6]([N:8]1[CH2:20][C@@H:19]([CH3:21])[N:18]2[C@H:10]([CH2:11][C:12]3[C:17]2=[N:16][C:15]([CH3:22])=[C:14]([CH3:24])[CH:13]=3)[CH2:9]1)=[O:7])([CH3:4])([CH3:3])[CH3:2]. (10) Given the reactants [ClH:1].[CH3:2][N:3]([CH3:22])[C@@H:4]1[CH2:13][CH2:12][C:11]2[C:6](=[CH:7][CH:8]=[CH:9][C:10]=2[C:14]2[C:15]([CH3:21])=[N:16][N:17]([CH3:20])[C:18]=2[CH3:19])[CH2:5]1, predict the reaction product. The product is: [ClH:1].[ClH:1].[CH3:22][N:3]([CH3:2])[C@@H:4]1[CH2:13][CH2:12][C:11]2[C:6](=[CH:7][CH:8]=[CH:9][C:10]=2[C:14]2[C:15]([CH3:21])=[N:16][N:17]([CH3:20])[C:18]=2[CH3:19])[CH2:5]1.